From a dataset of Reaction yield outcomes from USPTO patents with 853,638 reactions. Predict the reaction yield, written as a fraction of the theoretical maximum amount of product (1.0 means a 100% yield; for example, 0.34 means a 34% yield). (1) The reactants are [CH:1]1[CH:6]=[C:5]2[C:7]([NH:9][C:10]([NH:12][C:4]2=[CH:3][CH:2]=1)=O)=[O:8].C(Cl)(Cl)(Cl)Cl.CCN(C(C)C)C(C)C.P([O-])(OCC1C=CC=CC=1)OCC1C=CC=CC=1. The catalyst is CC#N.CN(C1C=CN=CC=1)C. The product is [CH:1]1[CH:2]=[CH:3][C:4]2[N:12]=[CH:10][NH:9][C:7](=[O:8])[C:5]=2[CH:6]=1. The yield is 0.470. (2) The reactants are Cl[C:2]1[CH:11]=[C:10]([C:12]#[N:13])[C:5]([C:6]([O:8][CH3:9])=[O:7])=[C:4]([NH:14][C:15]2[CH:16]=[C:17]([CH3:21])[CH:18]=[CH:19][CH:20]=2)[N:3]=1.[NH2:22][C@@H:23]1[CH2:28][CH2:27][CH2:26][CH2:25][C@@H:24]1[NH:29][C:30](=[O:36])[O:31][C:32]([CH3:35])([CH3:34])[CH3:33].CCN(CC)CC.O. The catalyst is CCOC(C)=O. The product is [C:32]([O:31][C:30]([NH:29][C@H:24]1[CH2:25][CH2:26][CH2:27][CH2:28][C@H:23]1[NH:22][C:2]1[CH:11]=[C:10]([C:12]#[N:13])[C:5]([C:6]([O:8][CH3:9])=[O:7])=[C:4]([NH:14][C:15]2[CH:16]=[C:17]([CH3:21])[CH:18]=[CH:19][CH:20]=2)[N:3]=1)=[O:36])([CH3:35])([CH3:33])[CH3:34]. The yield is 0.790. (3) The reactants are C(NC(C)C)(C)C.C([Li])CCC.[C:13]([O:16][CH3:17])(=[O:15])[CH3:14].[CH2:18]([O:22][C:23]1[CH:28]=[CH:27][C:26](/[C:29](=[N:31]\[S:32]([C:34]([CH3:37])([CH3:36])[CH3:35])=[O:33])/[CH3:30])=[CH:25][CH:24]=1)[CH2:19][CH2:20][CH3:21]. The catalyst is C1COCC1.CC(C)[O-].CC(C)[O-].CC(C)[O-].Cl[Ti+3]. The product is [CH2:18]([O:22][C:23]1[CH:28]=[CH:27][C:26]([C:29]([NH:31][S:32]([C:34]([CH3:36])([CH3:35])[CH3:37])=[O:33])([CH3:30])[CH2:14][C:13]([O:16][CH3:17])=[O:15])=[CH:25][CH:24]=1)[CH2:19][CH2:20][CH3:21]. The yield is 0.870. (4) The reactants are [CH:1]1([NH:6][C:7]2[N:12]3[N:13]=[C:14]([C:19]4[CH:24]=[CH:23][N:22]=[CH:21][CH:20]=4)[C:15]([C:16](=[O:18])[CH3:17])=[C:11]3[CH:10]=[CH:9][CH:8]=2)[CH2:5][CH2:4][CH2:3][CH2:2]1.O.CO[CH:28](OC)[N:29]([CH3:31])[CH3:30]. No catalyst specified. The product is [CH:1]1([NH:6][C:7]2[N:12]3[N:13]=[C:14]([C:19]4[CH:20]=[CH:21][N:22]=[CH:23][CH:24]=4)[C:15]([C:16](=[O:18])[CH:17]=[CH:28][N:29]([CH3:31])[CH3:30])=[C:11]3[CH:10]=[CH:9][CH:8]=2)[CH2:2][CH2:3][CH2:4][CH2:5]1. The yield is 0.650. (5) The reactants are [CH3:1][O:2][C:3]1[CH:4]=[C:5]([N:12]2[CH2:17][CH2:16][CH:15]([N:18]3[CH2:23][CH2:22][NH:21][CH2:20][CH2:19]3)[CH2:14][CH2:13]2)[CH:6]=[CH:7][C:8]=1[N+:9]([O-:11])=[O:10].[CH3:24][S:25](Cl)(=[O:27])=[O:26]. The catalyst is C(Cl)Cl. The product is [CH3:1][O:2][C:3]1[CH:4]=[C:5]([N:12]2[CH2:13][CH2:14][CH:15]([N:18]3[CH2:19][CH2:20][N:21]([S:25]([CH3:24])(=[O:27])=[O:26])[CH2:22][CH2:23]3)[CH2:16][CH2:17]2)[CH:6]=[CH:7][C:8]=1[N+:9]([O-:11])=[O:10]. The yield is 0.760.